Dataset: Forward reaction prediction with 1.9M reactions from USPTO patents (1976-2016). Task: Predict the product of the given reaction. (1) Given the reactants [F:1][C:2]([F:37])([F:36])[C:3]1[CH:4]=[C:5]([CH:29]=[C:30]([C:32]([F:35])([F:34])[F:33])[CH:31]=1)[CH2:6][N:7]([CH2:14][C:15]1[C:16]([C:25](=[O:28])[CH2:26][CH3:27])=[N:17][CH:18]=[C:19]([C:21]([F:24])([F:23])[F:22])[CH:20]=1)[C:8]1[N:9]=[N:10][N:11]([CH3:13])[N:12]=1.[BH4-].[Na+].[NH4+].[Cl-], predict the reaction product. The product is: [F:36][C:2]([F:1])([F:37])[C:3]1[CH:4]=[C:5]([CH:29]=[C:30]([C:32]([F:35])([F:34])[F:33])[CH:31]=1)[CH2:6][N:7]([CH2:14][C:15]1[C:16]([CH:25]([OH:28])[CH2:26][CH3:27])=[N:17][CH:18]=[C:19]([C:21]([F:22])([F:23])[F:24])[CH:20]=1)[C:8]1[N:9]=[N:10][N:11]([CH3:13])[N:12]=1. (2) Given the reactants [H-].[Al+3].[Li+].[H-].[H-].[H-].C[O:8][C:9]([CH:11]1[CH2:15][CH:14]([NH:16][C:17]([C:19]2[CH:20]=[CH:21][C:22]3[S:27][CH2:26][C:25](=[O:28])[NH:24][C:23]=3[CH:29]=2)=[O:18])[CH2:13][N:12]1[CH2:30][CH:31]1[CH2:44][C:43]2[C:42]3[C:37](=[CH:38][CH:39]=[C:40]([O:45][CH3:46])[CH:41]=3)[N:36]=[CH:35][C:34]=2[S:33][CH2:32]1)=O, predict the reaction product. The product is: [OH:8][CH2:9][CH:11]1[N:12]([CH2:30][CH:31]2[CH2:44][C:43]3[C:42]4[C:37](=[CH:38][CH:39]=[C:40]([O:45][CH3:46])[CH:41]=4)[N:36]=[CH:35][C:34]=3[S:33][CH2:32]2)[CH2:13][CH:14]([NH:16][C:17]([C:19]2[CH:20]=[CH:21][C:22]3[S:27][CH2:26][C:25](=[O:28])[NH:24][C:23]=3[CH:29]=2)=[O:18])[CH2:15]1. (3) Given the reactants [CH3:1][C:2]([C:4]1[CH:9]=[CH:8][CH:7]=[C:6]([Cl:10])[CH:5]=1)=[O:3].[N:11]1[CH:16]=[CH:15][CH:14]=[CH:13][C:12]=1[N:17]1[CH2:22][CH2:21][NH:20][CH2:19][CH2:18]1.[CH2:23]=O.Cl, predict the reaction product. The product is: [Cl:10][C:6]1[CH:5]=[C:4]([C:2](=[O:3])[CH2:1][CH2:23][N:20]2[CH2:19][CH2:18][N:17]([C:12]3[CH:13]=[CH:14][CH:15]=[CH:16][N:11]=3)[CH2:22][CH2:21]2)[CH:9]=[CH:8][CH:7]=1. (4) Given the reactants [NH2-].[Na+].[C:3](#[N:5])[CH3:4].[CH:6]1([C:12](OC)=[O:13])[CH2:11][CH2:10][CH2:9][CH2:8][CH2:7]1.Cl, predict the reaction product. The product is: [CH:6]1([C:12](=[O:13])[CH2:4][C:3]#[N:5])[CH2:11][CH2:10][CH2:9][CH2:8][CH2:7]1. (5) Given the reactants [NH2:1][C:2]1[CH:3]=[C:4]([CH:9]=[CH:10][C:11]=1[O:12][CH3:13])[C:5]([O:7][CH3:8])=[O:6].C(O[CH:17]=[C:18]([C:24]([O:26][CH2:27][CH3:28])=[O:25])[C:19]([O:21][CH2:22][CH3:23])=[O:20])C, predict the reaction product. The product is: [CH3:13][O:12][C:11]1[CH:10]=[CH:9][C:4]([C:5]([O:7][CH3:8])=[O:6])=[CH:3][C:2]=1[NH:1][CH:17]=[C:18]([C:19]([O:21][CH2:22][CH3:23])=[O:20])[C:24]([O:26][CH2:27][CH3:28])=[O:25].